This data is from Full USPTO retrosynthesis dataset with 1.9M reactions from patents (1976-2016). The task is: Predict the reactants needed to synthesize the given product. (1) Given the product [Cl:11][C:12]1[CH:13]=[CH:14][C:15]([O:26][CH2:27][C:28]2[CH:33]=[CH:32][CH:31]=[CH:30][CH:29]=2)=[C:16]([CH2:18][C:19]2[N:24]=[C:23]([NH:25][C:8](=[O:9])[CH2:7][C:1]3[CH:6]=[CH:5][CH:4]=[CH:3][CH:2]=3)[CH:22]=[CH:21][CH:20]=2)[CH:17]=1, predict the reactants needed to synthesize it. The reactants are: [C:1]1([CH2:7][C:8](Cl)=[O:9])[CH:6]=[CH:5][CH:4]=[CH:3][CH:2]=1.[Cl:11][C:12]1[CH:13]=[CH:14][C:15]([O:26][CH2:27][C:28]2[CH:33]=[CH:32][CH:31]=[CH:30][CH:29]=2)=[C:16]([CH2:18][C:19]2[N:24]=[C:23]([NH2:25])[CH:22]=[CH:21][CH:20]=2)[CH:17]=1. (2) Given the product [NH2:1][C:2]1[CH:11]=[C:6]([C:7]([O:9][CH3:10])=[O:8])[C:5]([C:13]2[CH:18]=[CH:17][CH:16]=[CH:15][CH:14]=2)=[CH:4][CH:3]=1, predict the reactants needed to synthesize it. The reactants are: [NH2:1][C:2]1[CH:3]=[CH:4][C:5](Br)=[C:6]([CH:11]=1)[C:7]([O:9][CH3:10])=[O:8].[C:13]1(B(O)O)[CH:18]=[CH:17][CH:16]=[CH:15][CH:14]=1.C(=O)([O-])[O-].[K+].[K+].Cl. (3) Given the product [CH3:26][O:25][C:23]1[CH:22]=[C:21]2[C:8]([C@@:9]3([CH3:30])[C@H:18]([CH2:19][S:20]2)[C@:17]2([CH3:27])[C@H:12]([C:13]([CH3:29])([CH3:28])[CH2:14][CH2:15][CH2:16]2)[CH2:11][CH2:10]3)=[C:33]([C:34]([OH:36])=[O:35])[CH:24]=1, predict the reactants needed to synthesize it. The reactants are: FC(F)(F)S(OC1[CH:24]=[C:23]([O:25][CH3:26])[CH:22]=[C:21]2[C:8]=1[C@@:9]1([CH3:30])[C@H:18]([CH2:19][S:20]2)[C@:17]2([CH3:27])[C@H:12]([C:13]([CH3:29])([CH3:28])[CH2:14][CH2:15][CH2:16]2)[CH2:11][CH2:10]1)(=O)=O.[CH3:33][C:34]([O-:36])=[O:35].[K+]. (4) Given the product [Br:7][C:8]1[CH:15]=[CH:14][C:11]([CH2:12][O:6][CH:3]([CH3:5])[CH3:4])=[CH:10][CH:9]=1, predict the reactants needed to synthesize it. The reactants are: [H-].[Na+].[CH:3]([OH:6])([CH3:5])[CH3:4].[Br:7][C:8]1[CH:15]=[CH:14][C:11]([CH2:12]Br)=[CH:10][CH:9]=1. (5) Given the product [Br:1][C:2]1[CH:11]=[CH:10][C:9]([NH:12][C:16](=[O:18])[CH:15]=[N:22][OH:23])=[C:8]2[C:3]=1[CH2:4][CH2:5][N:6]([CH3:13])[CH2:7]2, predict the reactants needed to synthesize it. The reactants are: [Br:1][C:2]1[CH:11]=[CH:10][C:9]([NH2:12])=[C:8]2[C:3]=1[CH2:4][CH2:5][N:6]([CH3:13])[CH2:7]2.Cl[C:15](Cl)(Cl)[CH:16]([OH:18])O.Cl.[NH2:22][OH:23].[O-]S([O-])(=O)=O.[Na+].[Na+].[OH-].[Na+]. (6) Given the product [NH3:1].[O:21]=[C:19]1[C:20]2[C:16](=[CH:15][CH:14]=[CH:13][C:12]=2[NH:11][S:7]([C:3]2[CH:2]=[N:1][CH:6]=[CH:5][CH:4]=2)(=[O:9])=[O:8])[CH2:17][N:18]1[CH2:22][CH2:23][C:24]1[CH:33]=[CH:32][C:31]2[C:26](=[CH:27][CH:28]=[CH:29][CH:30]=2)[N:25]=1, predict the reactants needed to synthesize it. The reactants are: [N:1]1[CH:6]=[CH:5][CH:4]=[C:3]([S:7](Cl)(=[O:9])=[O:8])[CH:2]=1.[NH2:11][C:12]1[CH:13]=[CH:14][CH:15]=[C:16]2[C:20]=1[C:19](=[O:21])[N:18]([CH2:22][CH2:23][C:24]1[CH:33]=[CH:32][C:31]3[C:26](=[CH:27][CH:28]=[CH:29][CH:30]=3)[N:25]=1)[CH2:17]2.C([O-])(O)=O.[Na+].